Dataset: Forward reaction prediction with 1.9M reactions from USPTO patents (1976-2016). Task: Predict the product of the given reaction. (1) Given the reactants [CH3:1]N1C2C(=CC=C(N)C=2)CC1.[N+:12]([C:15]1[CH:23]=[C:22]2[C:18]([CH2:19][CH2:20][NH:21]2)=[CH:17][CH:16]=1)([O-:14])=[O:13].CI.C([O-])([O-])=O.[K+].[K+], predict the reaction product. The product is: [CH3:1][N:21]1[C:22]2[C:18](=[CH:17][CH:16]=[C:15]([N+:12]([O-:14])=[O:13])[CH:23]=2)[CH2:19][CH2:20]1. (2) Given the reactants [OH-].[Na+].[CH2:3]([O:7][C:8]1[CH:13]=[C:12](/[CH:14]=[C:15](\[O:20][CH3:21])/[C:16]([O:18]C)=[O:17])[CH:11]=[CH:10][C:9]=1[C:22]1[CH:27]=[CH:26][CH:25]=[C:24]([N:28]([CH3:37])[C:29]([NH:31][CH2:32][CH2:33][CH2:34][CH2:35][CH3:36])=[O:30])[CH:23]=1)[CH2:4][CH2:5][CH3:6].Cl.O, predict the reaction product. The product is: [CH2:3]([O:7][C:8]1[CH:13]=[C:12](/[CH:14]=[C:15](\[O:20][CH3:21])/[C:16]([OH:18])=[O:17])[CH:11]=[CH:10][C:9]=1[C:22]1[CH:27]=[CH:26][CH:25]=[C:24]([N:28]([CH3:37])[C:29]([NH:31][CH2:32][CH2:33][CH2:34][CH2:35][CH3:36])=[O:30])[CH:23]=1)[CH2:4][CH2:5][CH3:6]. (3) Given the reactants [N:1]([CH2:4][C:5]1[CH:13]=[CH:12][C:8]([C:9]([OH:11])=[O:10])=[C:7]([Cl:14])[CH:6]=1)=[N+:2]=[N-:3].O[N:16]1[C:20](=[O:21])[CH2:19][CH2:18][C:17]1=[O:22].C1(N=C=NC2CCCCC2)CCCCC1, predict the reaction product. The product is: [N:1]([CH2:4][C:5]1[CH:13]=[CH:12][C:8]([C:9]([O:11][N:16]2[C:20](=[O:21])[CH2:19][CH2:18][C:17]2=[O:22])=[O:10])=[C:7]([Cl:14])[CH:6]=1)=[N+:2]=[N-:3].